This data is from Reaction yield outcomes from USPTO patents with 853,638 reactions. The task is: Predict the reaction yield, written as a fraction of the theoretical maximum amount of product (1.0 means a 100% yield; for example, 0.34 means a 34% yield). (1) The reactants are [F:1][C:2]1[C:3](I)=[C:4]([CH:26]=[CH:27][CH:28]=1)[C:5]([N:7]1[CH2:12][CH2:11][CH2:10][C@@H:9]([CH3:13])[C@H:8]1[CH2:14][N:15]1[C:23](=[O:24])[C:22]2[C:17](=[CH:18][CH:19]=[CH:20][CH:21]=2)[C:16]1=[O:25])=[O:6].C([Sn](CCCC)(CCCC)[C:35]1[N:40]=[CH:39][CH:38]=[CH:37][N:36]=1)CCC.[F-].[Cs+]. The catalyst is CN(C=O)C.[Cu]I.C1C=CC([P]([Pd]([P](C2C=CC=CC=2)(C2C=CC=CC=2)C2C=CC=CC=2)([P](C2C=CC=CC=2)(C2C=CC=CC=2)C2C=CC=CC=2)[P](C2C=CC=CC=2)(C2C=CC=CC=2)C2C=CC=CC=2)(C2C=CC=CC=2)C2C=CC=CC=2)=CC=1. The product is [F:1][C:2]1[C:3]([C:35]2[N:40]=[CH:39][CH:38]=[CH:37][N:36]=2)=[C:4]([CH:26]=[CH:27][CH:28]=1)[C:5]([N:7]1[CH2:12][CH2:11][CH2:10][C@@H:9]([CH3:13])[C@H:8]1[CH2:14][N:15]1[C:23](=[O:24])[C:22]2[C:17](=[CH:18][CH:19]=[CH:20][CH:21]=2)[C:16]1=[O:25])=[O:6]. The yield is 0.750. (2) The reactants are C(OC([N:8]1[CH2:13][CH2:12][N:11]([C:14]2[CH:22]=[CH:21][C:17]([C:18]([OH:20])=[O:19])=[CH:16][CH:15]=2)[CH2:10][CH2:9]1)=O)(C)(C)C. The catalyst is Cl.CO. The product is [N:11]1([C:14]2[CH:15]=[CH:16][C:17]([C:18]([OH:20])=[O:19])=[CH:21][CH:22]=2)[CH2:10][CH2:9][NH:8][CH2:13][CH2:12]1. The yield is 0.610. (3) The reactants are [NH3:1].CO[C:4](=[O:38])[CH:5]([NH:30][C:31]([O:33][C:34]([CH3:37])([CH3:36])[CH3:35])=[O:32])[CH2:6][CH2:7][O:8][C:9]1[CH:14]=[CH:13][C:12]([CH2:15][CH2:16][CH2:17][CH2:18][NH:19][C:20]([O:22][CH2:23][C:24]2[CH:29]=[CH:28][CH:27]=[CH:26][CH:25]=2)=[O:21])=[CH:11][CH:10]=1. The catalyst is CO. The product is [CH2:23]([O:22][C:20](=[O:21])[NH:19][CH2:18][CH2:17][CH2:16][CH2:15][C:12]1[CH:13]=[CH:14][C:9]([O:8][CH2:7][CH2:6][CH:5]([NH:30][C:31]([O:33][C:34]([CH3:37])([CH3:35])[CH3:36])=[O:32])[C:4](=[O:38])[NH2:1])=[CH:10][CH:11]=1)[C:24]1[CH:25]=[CH:26][CH:27]=[CH:28][CH:29]=1. The yield is 0.630. (4) The reactants are [Br:1][C:2]1[C:3]([C:13]2[CH:18]=[CH:17][CH:16]=[CH:15][CH:14]=2)=[CH:4][C:5]2[NH:10][C:9](=[O:11])[CH2:8][O:7][C:6]=2[N:12]=1.Br[CH2:20][CH:21]1[CH2:23][CH2:22]1.C(=O)([O-])[O-].[K+].[K+]. The catalyst is CN(C)C=O.C(=O)(O)[O-].[Na+]. The product is [Br:1][C:2]1[C:3]([C:13]2[CH:18]=[CH:17][CH:16]=[CH:15][CH:14]=2)=[CH:4][C:5]2[N:10]([CH2:20][CH:21]3[CH2:23][CH2:22]3)[C:9](=[O:11])[CH2:8][O:7][C:6]=2[N:12]=1. The yield is 0.453. (5) The reactants are [CH3:1][C@H:2]1[NH:7][CH2:6][CH2:5][N:4]([C:8]2[CH:13]=[CH:12][CH:11]=[CH:10][N:9]=2)[CH2:3]1.Cl[CH2:15][C:16]1[NH:20][C:19]2[CH:21]=[CH:22][CH:23]=[CH:24][C:18]=2[N:17]=1.C(=O)([O-])[O-].[Cs+].[Cs+]. The catalyst is CN(C)C=O. The product is [CH3:1][C@@H:2]1[CH2:3][N:4]([C:8]2[CH:13]=[CH:12][CH:11]=[CH:10][N:9]=2)[CH2:5][CH2:6][N:7]1[CH2:15][C:16]1[NH:20][C:19]2[CH:21]=[CH:22][CH:23]=[CH:24][C:18]=2[N:17]=1. The yield is 0.390.